From a dataset of Forward reaction prediction with 1.9M reactions from USPTO patents (1976-2016). Predict the product of the given reaction. (1) Given the reactants [F:1][C:2]([F:11])([F:10])[C:3]1[CH:8]=[CH:7][CH:6]=[CH:5][C:4]=1[OH:9].C(=O)([O-])[O-].[Cs+].[Cs+].Br[CH2:19][C:20]([O:22][CH2:23][CH3:24])=[O:21], predict the reaction product. The product is: [CH2:23]([O:22][C:20](=[O:21])[CH2:19][O:9][C:4]1[CH:5]=[CH:6][CH:7]=[CH:8][C:3]=1[C:2]([F:10])([F:11])[F:1])[CH3:24]. (2) Given the reactants [C:1]([C:3]1[CH:4]=[C:5]([CH:42]=[CH:43][CH:44]=1)[CH2:6][N:7]1[CH:11]=[C:10]([C:12]2[C:20]3[C:15](=[N:16][CH:17]=[C:18]([C:21]4[CH:22]=[C:23]([NH:27][S:28]([CH3:31])(=[O:30])=[O:29])[CH:24]=[CH:25][CH:26]=4)[CH:19]=3)[N:14](S(C3C=CC(C)=CC=3)(=O)=O)[CH:13]=2)[CH:9]=[N:8]1)#[N:2].[OH-].[Li+], predict the reaction product. The product is: [C:1]([C:3]1[CH:4]=[C:5]([CH:42]=[CH:43][CH:44]=1)[CH2:6][N:7]1[CH:11]=[C:10]([C:12]2[C:20]3[C:15](=[N:16][CH:17]=[C:18]([C:21]4[CH:22]=[C:23]([NH:27][S:28]([CH3:31])(=[O:30])=[O:29])[CH:24]=[CH:25][CH:26]=4)[CH:19]=3)[NH:14][CH:13]=2)[CH:9]=[N:8]1)#[N:2]. (3) Given the reactants [C:1]([O:10]CC)(=[O:9])[C:2]1[C:3](=[CH:5][CH:6]=[CH:7][CH:8]=1)[OH:4].[CH3:13][C:14]([CH3:18])=[CH:15][CH2:16]Br.C(=O)([O-])[O-].[K+].[K+], predict the reaction product. The product is: [CH3:13][C:14]([CH3:18])=[CH:15][CH2:16][O:4][C:3]1[CH:5]=[CH:6][CH:7]=[CH:8][C:2]=1[C:1]([OH:10])=[O:9]. (4) The product is: [CH:25]1([NH:24][C:20]2[N:19]=[CH:18][N:17]=[C:16]3[C:21]=2[N:22]=[CH:23][N:15]3[C@H:7]2[C@@H:8]3[O:9][C:10]([CH3:14])([CH3:13])[O:11][C@@H:12]3[C@@H:5]([C:3]([NH:31][NH2:32])=[O:4])[O:6]2)[CH2:29][CH2:28][CH2:27][CH2:26]1. Given the reactants CO[C:3]([C@@H:5]1[C@@H:12]2[C@@H:8]([O:9][C:10]([CH3:14])([CH3:13])[O:11]2)[C@H:7]([N:15]2[CH:23]=[N:22][C:21]3[C:16]2=[N:17][CH:18]=[N:19][C:20]=3[NH:24][CH:25]2[CH2:29][CH2:28][CH2:27][CH2:26]2)[O:6]1)=[O:4].O.[NH2:31][NH2:32], predict the reaction product. (5) Given the reactants [NH3:1].[Cl:2][C:3]1[C:8]([NH2:9])=[C:7](Cl)[N:6]=[CH:5][N:4]=1, predict the reaction product. The product is: [Cl:2][C:3]1[N:4]=[CH:5][N:6]=[C:7]([NH2:1])[C:8]=1[NH2:9]. (6) Given the reactants II.[CH2:3](Br)[CH2:4][CH2:5][CH2:6][CH2:7][CH2:8][CH2:9][CH2:10]/[CH:11]=[CH:12]\[CH2:13]/[CH:14]=[CH:15]\[CH2:16][CH2:17][CH2:18][CH2:19][CH3:20].[CH:22]([O:24][CH2:25][CH3:26])=[O:23].OS(O)(=O)=O, predict the reaction product. The product is: [CH:22]([O:24][CH:25]([CH2:3][CH2:4][CH2:5][CH2:6][CH2:7][CH2:8][CH2:9][CH2:10]/[CH:11]=[CH:12]\[CH2:13]/[CH:14]=[CH:15]\[CH2:16][CH2:17][CH2:18][CH2:19][CH3:20])[CH2:26][CH2:3][CH2:4][CH2:5][CH2:6][CH2:7][CH2:8][CH2:9]/[CH:10]=[CH:11]\[CH2:12]/[CH:13]=[CH:14]\[CH2:15][CH2:16][CH2:17][CH2:18][CH3:19])=[O:23]. (7) Given the reactants [CH:1]1([N:5]2[C:13]3[C:8](=[CH:9][C:10]([Br:14])=[CH:11][N:12]=3)[CH:7]=[CH:6]2)[CH2:4][CH2:3][CH2:2]1.ClS([N:19]=[C:20]=O)(=O)=O, predict the reaction product. The product is: [CH:1]1([N:5]2[C:13]3[C:8](=[CH:9][C:10]([Br:14])=[CH:11][N:12]=3)[C:7]([C:20]#[N:19])=[CH:6]2)[CH2:2][CH2:3][CH2:4]1. (8) Given the reactants [C:1]([O:5][C:6](=[O:21])[NH:7][CH2:8][CH2:9][CH2:10][CH2:11][NH:12][CH2:13][C:14]1[C:19]([CH3:20])=[CH:18][CH:17]=[CH:16][N:15]=1)([CH3:4])([CH3:3])[CH3:2].[C:22]([O:26][C:27]([N:29]1[C:33]2[CH:34]=[CH:35][CH:36]=[CH:37][C:32]=2[N:31]=[C:30]1[CH2:38]Cl)=[O:28])([CH3:25])([CH3:24])[CH3:23].CCN(C(C)C)C(C)C, predict the reaction product. The product is: [C:22]([O:26][C:27]([N:29]1[C:33]2[CH:34]=[CH:35][CH:36]=[CH:37][C:32]=2[N:31]=[C:30]1[CH2:38][N:12]([CH2:11][CH2:10][CH2:9][CH2:8][NH:7][C:6]([O:5][C:1]([CH3:4])([CH3:3])[CH3:2])=[O:21])[CH2:13][C:14]1[C:19]([CH3:20])=[CH:18][CH:17]=[CH:16][N:15]=1)=[O:28])([CH3:25])([CH3:24])[CH3:23]. (9) Given the reactants [N:1]1([C:6](N2C=CN=C2)=[S:7])C=CN=[CH:2]1.[N:13]1([C:19]([O:21][C:22]([CH3:25])([CH3:24])[CH3:23])=[O:20])[CH2:18][CH2:17][NH:16][CH2:15][CH2:14]1.C[NH:27]N, predict the reaction product. The product is: [CH3:2][N:1]([C:6]([N:16]1[CH2:17][CH2:18][N:13]([C:19]([O:21][C:22]([CH3:25])([CH3:24])[CH3:23])=[O:20])[CH2:14][CH2:15]1)=[S:7])[NH2:27]. (10) Given the reactants [NH2:1][C:2]1[C:3]([O:8][CH3:9])=[N:4][CH:5]=[CH:6][CH:7]=1.Cl[C:11](OC1C=CC([N+]([O-])=O)=CC=1)=[O:12].C(N(C(C)C)CC)(C)C.[Cl:32][C:33]1[CH:42]=[C:41]2[C:36]([C:37]([N:44]3[CH2:49][CH2:48][NH:47][CH2:46][CH2:45]3)=[CH:38][C:39]([NH2:43])=[N:40]2)=[CH:35][CH:34]=1, predict the reaction product. The product is: [NH2:43][C:39]1[CH:38]=[C:37]([N:44]2[CH2:49][CH2:48][N:47]([C:11]([NH:1][C:2]3[C:3]([O:8][CH3:9])=[N:4][CH:5]=[CH:6][CH:7]=3)=[O:12])[CH2:46][CH2:45]2)[C:36]2[C:41](=[CH:42][C:33]([Cl:32])=[CH:34][CH:35]=2)[N:40]=1.